This data is from Forward reaction prediction with 1.9M reactions from USPTO patents (1976-2016). The task is: Predict the product of the given reaction. (1) Given the reactants [NH2:1][C:2]1[CH:3]=[C:4]2[C:8](=[CH:9][CH:10]=1)[NH:7][C:6](=[O:11])[CH2:5]2.[N+:12]([C:15]1[CH:23]=[CH:22][CH:21]=[CH:20][C:16]=1[C:17](Cl)=[O:18])([O-:14])=[O:13], predict the reaction product. The product is: [N+:12]([C:15]1[CH:23]=[CH:22][CH:21]=[CH:20][C:16]=1[C:17]([NH:1][C:2]1[CH:3]=[C:4]2[C:8](=[CH:9][CH:10]=1)[NH:7][C:6](=[O:11])[CH2:5]2)=[O:18])([O-:14])=[O:13]. (2) Given the reactants [CH2:1]([O:3][C:4](=[O:25])[CH2:5][CH:6]([C:15]([O:17]CC1C=CC=CC=1)=[O:16])[CH2:7][C:8]([O:10][C:11]([CH3:14])([CH3:13])[CH3:12])=[O:9])[CH3:2].C, predict the reaction product. The product is: [CH2:1]([O:3][C:4](=[O:25])[CH2:5][CH:6]([C:15]([OH:17])=[O:16])[CH2:7][C:8]([O:10][C:11]([CH3:13])([CH3:14])[CH3:12])=[O:9])[CH3:2]. (3) Given the reactants [CH2:1]([O:3][C:4]([C:6]1[CH:10]=[C:9]([O:11][CH2:12][C:13]([N:15]2[CH2:19][CH2:18][CH2:17][C@H:16]2[C:20]([OH:22])=O)=[O:14])[N:8]([C:23]2[CH:28]=[CH:27][CH:26]=[CH:25][CH:24]=2)[N:7]=1)=[O:5])[CH3:2].CN(C(ON1N=NC2C=CC=NC1=2)=[N+](C)C)C.F[P-](F)(F)(F)(F)F.CCN(C(C)C)C(C)C.Cl.[F:63][CH2:64][CH2:65][NH2:66], predict the reaction product. The product is: [CH2:1]([O:3][C:4]([C:6]1[CH:10]=[C:9]([O:11][CH2:12][C:13]([N:15]2[CH2:19][CH2:18][CH2:17][C@H:16]2[C:20](=[O:22])[NH:66][CH2:65][CH2:64][F:63])=[O:14])[N:8]([C:23]2[CH:24]=[CH:25][CH:26]=[CH:27][CH:28]=2)[N:7]=1)=[O:5])[CH3:2]. (4) The product is: [NH:1]1[C:5]2=[N:6][CH:7]=[C:8]([O:10][C:11]3[CH:31]=[C:30]([N:32]4[CH2:33][CH2:34][N:35]([CH2:38][C:39]5[CH2:44][CH2:43][C:42]([CH3:46])([CH3:45])[CH2:41][C:40]=5[C:47]5[CH:48]=[CH:49][C:50]([Cl:53])=[CH:51][CH:52]=5)[CH2:36][CH2:37]4)[CH:29]=[CH:28][C:12]=3[C:13]([NH:15][S:16]([C:19]3[CH:24]=[CH:23][C:22]([NH2:25])=[C:21]([C:26](=[O:54])[NH2:27])[CH:20]=3)(=[O:17])=[O:18])=[O:14])[CH:9]=[C:4]2[CH:3]=[CH:2]1. Given the reactants [NH:1]1[C:5]2=[N:6][CH:7]=[C:8]([O:10][C:11]3[CH:31]=[C:30]([N:32]4[CH2:37][CH2:36][N:35]([CH2:38][C:39]5[CH2:44][CH2:43][C:42]([CH3:46])([CH3:45])[CH2:41][C:40]=5[C:47]5[CH:52]=[CH:51][C:50]([Cl:53])=[CH:49][CH:48]=5)[CH2:34][CH2:33]4)[CH:29]=[CH:28][C:12]=3[C:13]([NH:15][S:16]([C:19]3[CH:24]=[CH:23][C:22]([NH2:25])=[C:21]([C:26]#[N:27])[CH:20]=3)(=[O:18])=[O:17])=[O:14])[CH:9]=[C:4]2[CH:3]=[CH:2]1.[O:54]1CCCC1.OO.[OH-].[Na+], predict the reaction product. (5) Given the reactants [F:1][C:2](=[C:20]1[CH2:25][CH2:24][NH:23][CH2:22][CH2:21]1)[C:3]1[CH:4]=[C:5]([CH:17]=[CH:18][CH:19]=1)[O:6][C:7]1[CH:12]=[CH:11][C:10]([C:13]([F:16])([F:15])[F:14])=[CH:9][N:8]=1.[N:26]1[CH:31]=[CH:30][CH:29]=[C:28]([NH:32][C:33](=O)[O:34]C2C=CC=CC=2)[CH:27]=1, predict the reaction product. The product is: [F:1][C:2]([C:3]1[CH:19]=[CH:18][CH:17]=[C:5]([O:6][C:7]2[CH:12]=[CH:11][C:10]([C:13]([F:15])([F:16])[F:14])=[CH:9][N:8]=2)[CH:4]=1)=[C:20]1[CH2:25][CH2:24][N:23]([C:33]([NH:32][C:28]2[CH:27]=[N:26][CH:31]=[CH:30][CH:29]=2)=[O:34])[CH2:22][CH2:21]1.